Dataset: Catalyst prediction with 721,799 reactions and 888 catalyst types from USPTO. Task: Predict which catalyst facilitates the given reaction. Reactant: [Br:1][C:2]1[CH:9]=[CH:8][C:5]([C:6]#[N:7])=[CH:4][C:3]=1F.[CH3:11][C@H:12]([OH:16])[CH2:13][CH:14]=[CH2:15].[H-].[Na+]. Product: [Br:1][C:2]1[CH:9]=[CH:8][C:5]([C:6]#[N:7])=[CH:4][C:3]=1[O:16][C@H:12]([CH2:13][CH:14]=[CH2:15])[CH3:11]. The catalyst class is: 116.